Dataset: Full USPTO retrosynthesis dataset with 1.9M reactions from patents (1976-2016). Task: Predict the reactants needed to synthesize the given product. (1) Given the product [Cl:22][C:19]1[C:18]([NH:23][CH2:24][CH:25]2[CH2:26][CH2:27][O:28][CH2:29][CH2:30]2)=[N:17][C:16]([C:3]2[C:2]([Cl:1])=[CH:7][N:6]=[C:5]([NH:8][C@H:9]3[CH2:14][CH2:13][C@H:12]([N:15]4[CH2:41][CH2:40][CH2:39][CH2:38]4)[CH2:11][CH2:10]3)[CH:4]=2)=[CH:21][N:20]=1, predict the reactants needed to synthesize it. The reactants are: [Cl:1][C:2]1[C:3]([C:16]2[CH:21]=[N:20][C:19]([Cl:22])=[C:18]([NH:23][CH2:24][CH:25]3[CH2:30][CH2:29][O:28][CH2:27][CH2:26]3)[N:17]=2)=[CH:4][C:5]([NH:8][C@H:9]2[CH2:14][CH2:13][C@H:12]([NH2:15])[CH2:11][CH2:10]2)=[N:6][CH:7]=1.C([O-])([O-])=O.[K+].[K+].Br[CH2:38][CH2:39][CH2:40][CH2:41]Br. (2) The reactants are: [CH2:1]([C@@H:8]1[C@@H:16]([OH:17])[C@H:15]([CH3:18])[O:14][C:13](=[O:19])[C@@H](NC(=O)C2C(O)=C(OC)C=CN=2)COC1=O)[C:2]1[CH:7]=[CH:6][CH:5]=[CH:4][CH:3]=1. Given the product [CH2:1]([C@@H:8]1[C@@H:16]([OH:17])[C@H:15]([CH3:18])[O:14][C:13]1=[O:19])[C:2]1[CH:3]=[CH:4][CH:5]=[CH:6][CH:7]=1, predict the reactants needed to synthesize it. (3) The reactants are: Cl[C:2]1[CH:3]=[C:4]([NH:10][C:11]2[CH:21]=[CH:20][C:14]([C:15]([N:17]([CH3:19])[CH3:18])=[O:16])=[CH:13][N:12]=2)[C:5](=[O:9])[N:6]([CH3:8])[N:7]=1.[C:22]([O:25][CH2:26][C:27]1[C:32](B2OC(C)(C)C(C)(C)O2)=[CH:31][CH:30]=[CH:29][C:28]=1[N:42]1[N:51]=[CH:50][C:49]2[C:44](=[C:45]([F:56])[CH:46]=[C:47]([C:52]([CH3:55])([CH3:54])[CH3:53])[CH:48]=2)[C:43]1=[O:57])(=[O:24])[CH3:23].C([O-])([O-])=O.[Cs+].[Cs+].[O-]S([O-])(=O)=O.[Na+].[Na+]. Given the product [C:52]([C:47]1[CH:48]=[C:49]2[C:44](=[C:45]([F:56])[CH:46]=1)[C:43](=[O:57])[N:42]([C:28]1[CH:29]=[CH:30][CH:31]=[C:32]([C:2]3[CH:3]=[C:4]([NH:10][C:11]4[CH:21]=[CH:20][C:14]([C:15](=[O:16])[N:17]([CH3:19])[CH3:18])=[CH:13][N:12]=4)[C:5](=[O:9])[N:6]([CH3:8])[N:7]=3)[C:27]=1[CH2:26][O:25][C:22](=[O:24])[CH3:23])[N:51]=[CH:50]2)([CH3:53])([CH3:54])[CH3:55], predict the reactants needed to synthesize it. (4) The reactants are: Cl[C:2]1[C:11]2[C:6](=[CH:7][CH:8]=[CH:9][CH:10]=2)[CH:5]=[C:4]([NH:12][C:13]2[CH:17]=[CH:16][NH:15][N:14]=2)[N:3]=1.[C:18]([C:22]1[CH:27]=[CH:26][C:25](B(O)O)=[CH:24][CH:23]=1)([CH3:21])([CH3:20])[CH3:19]. Given the product [C:18]([C:22]1[CH:27]=[CH:26][C:25]([C:2]2[C:11]3[C:6](=[CH:7][CH:8]=[CH:9][CH:10]=3)[CH:5]=[C:4]([NH:12][C:13]3[CH:17]=[CH:16][NH:15][N:14]=3)[N:3]=2)=[CH:24][CH:23]=1)([CH3:21])([CH3:20])[CH3:19], predict the reactants needed to synthesize it. (5) Given the product [CH:22]1([C:28]2[C:29]3[CH:30]=[CH:31][C:32]([C:50]([NH:20][S:17]([CH2:16][C:15]([O:14][CH3:13])=[O:21])(=[O:19])=[O:18])=[O:51])=[CH:33][C:34]=3[N:35]3[CH2:42][CH2:41][N:40]([CH3:43])[CH2:39][C:38]4[CH:44]=[C:45]([O:48][CH3:49])[CH:46]=[CH:47][C:37]=4[C:36]=23)[CH2:23][CH2:24][CH2:25][CH2:26][CH2:27]1, predict the reactants needed to synthesize it. The reactants are: Cl.C(N=C=NCCCN(C)C)C.[CH3:13][O:14][C:15](=[O:21])[CH2:16][S:17]([NH2:20])(=[O:19])=[O:18].[CH:22]1([C:28]2[C:29]3[CH:30]=[CH:31][C:32]([C:50](O)=[O:51])=[CH:33][C:34]=3[N:35]3[CH2:42][CH2:41][N:40]([CH3:43])[CH2:39][C:38]4[CH:44]=[C:45]([O:48][CH3:49])[CH:46]=[CH:47][C:37]=4[C:36]=23)[CH2:27][CH2:26][CH2:25][CH2:24][CH2:23]1. (6) Given the product [Cl:27][C:28]1[CH:33]=[CH:32][C:31]([S:34]([NH:37][C:38]2[C:39]([C:45]3[N:6]([C:3]4[CH:4]=[CH:5][O:1][N:2]=4)[C:7]([C:9]([O:11][CH2:12][CH3:13])=[O:10])=[N:48][N:47]=3)=[N:40][CH:41]=[C:42]([Cl:44])[CH:43]=2)(=[O:35])=[O:36])=[CH:30][C:29]=1[C:49]([F:50])([F:52])[F:51], predict the reactants needed to synthesize it. The reactants are: [O:1]1[CH:5]=[CH:4][C:3]([NH:6][C:7]([C:9]([O:11][CH2:12][CH3:13])=[O:10])=O)=[N:2]1.N1C(C)=CC=CC=1C.O=P(Cl)(Cl)Cl.[Cl:27][C:28]1[CH:33]=[CH:32][C:31]([S:34]([NH:37][C:38]2[C:39]([C:45]([NH:47][NH2:48])=O)=[N:40][CH:41]=[C:42]([Cl:44])[CH:43]=2)(=[O:36])=[O:35])=[CH:30][C:29]=1[C:49]([F:52])([F:51])[F:50].